From a dataset of PAMPA (Parallel Artificial Membrane Permeability Assay) permeability data from NCATS. Regression/Classification. Given a drug SMILES string, predict its absorption, distribution, metabolism, or excretion properties. Task type varies by dataset: regression for continuous measurements (e.g., permeability, clearance, half-life) or binary classification for categorical outcomes (e.g., BBB penetration, CYP inhibition). Dataset: pampa_ncats. (1) The compound is CC1C(OC2=C(C1=O)C(=C3C(=C2)C(=C(C=C3O)O)C4=C(C=C(C5=C(C6=C(C=C54)OC(C(C6=O)C)C)O)O)O)O)C. The result is 0 (low-to-moderate permeability). (2) The drug is C1C(C2=C(NC1=O)N=C(S2)N)C3=CC(=C(C=C3)F)F. The result is 1 (high permeability). (3) The result is 0 (low-to-moderate permeability). The compound is C1CN(CCC1C(=O)NCCCCC2=CC=CC=C2)C3=NC(=CS3)C4=CC=C(C=C4)Br. (4) The compound is CCOC1=CC=C(C=C1)N2C(C3=C(NN=C3C2=O)C4=CC=CS4)C5=CC(=CC=C5)F. The result is 1 (high permeability). (5) The drug is CC(=O)C1=CC=C(C=C1)N2CCN(CC2)S(=O)(=O)C3=CC4=C(C=C3)NC(=O)N4. The result is 0 (low-to-moderate permeability).